Dataset: NCI-60 drug combinations with 297,098 pairs across 59 cell lines. Task: Regression. Given two drug SMILES strings and cell line genomic features, predict the synergy score measuring deviation from expected non-interaction effect. (1) Drug 1: C1CN1P(=S)(N2CC2)N3CC3. Drug 2: C1=CC=C(C(=C1)C(C2=CC=C(C=C2)Cl)C(Cl)Cl)Cl. Cell line: ACHN. Synergy scores: CSS=21.4, Synergy_ZIP=5.22, Synergy_Bliss=7.90, Synergy_Loewe=-11.9, Synergy_HSA=3.93. (2) Drug 1: C1C(C(OC1N2C=NC3=C(N=C(N=C32)Cl)N)CO)O. Drug 2: C1CCC(C(C1)N)N.C(=O)(C(=O)[O-])[O-].[Pt+4]. Cell line: SN12C. Synergy scores: CSS=64.3, Synergy_ZIP=2.35, Synergy_Bliss=4.73, Synergy_Loewe=2.82, Synergy_HSA=8.13. (3) Drug 1: CC1=C2C(C(=O)C3(C(CC4C(C3C(C(C2(C)C)(CC1OC(=O)C(C(C5=CC=CC=C5)NC(=O)C6=CC=CC=C6)O)O)OC(=O)C7=CC=CC=C7)(CO4)OC(=O)C)O)C)OC(=O)C. Drug 2: C(CC(=O)O)C(=O)CN.Cl. Cell line: CCRF-CEM. Synergy scores: CSS=30.3, Synergy_ZIP=-8.64, Synergy_Bliss=-13.2, Synergy_Loewe=-22.6, Synergy_HSA=-11.4. (4) Cell line: HOP-92. Synergy scores: CSS=19.7, Synergy_ZIP=-1.97, Synergy_Bliss=-2.86, Synergy_Loewe=-12.7, Synergy_HSA=-1.78. Drug 2: CCC1(C2=C(COC1=O)C(=O)N3CC4=CC5=C(C=CC(=C5CN(C)C)O)N=C4C3=C2)O.Cl. Drug 1: CC12CCC(CC1=CCC3C2CCC4(C3CC=C4C5=CN=CC=C5)C)O. (5) Drug 1: C1=C(C(=O)NC(=O)N1)N(CCCl)CCCl. Drug 2: CC(C)CN1C=NC2=C1C3=CC=CC=C3N=C2N. Cell line: COLO 205. Synergy scores: CSS=42.3, Synergy_ZIP=7.54, Synergy_Bliss=8.08, Synergy_Loewe=7.55, Synergy_HSA=8.27. (6) Drug 1: CNC(=O)C1=NC=CC(=C1)OC2=CC=C(C=C2)NC(=O)NC3=CC(=C(C=C3)Cl)C(F)(F)F. Cell line: T-47D. Synergy scores: CSS=12.8, Synergy_ZIP=-8.23, Synergy_Bliss=-8.40, Synergy_Loewe=-1.78, Synergy_HSA=-1.19. Drug 2: CCN(CC)CCCC(C)NC1=C2C=C(C=CC2=NC3=C1C=CC(=C3)Cl)OC.